This data is from Reaction yield outcomes from USPTO patents with 853,638 reactions. The task is: Predict the reaction yield, written as a fraction of the theoretical maximum amount of product (1.0 means a 100% yield; for example, 0.34 means a 34% yield). The reactants are ClN1C(=O)C[CH2:4][C:3]1=O.Cl[C:10]1[C:14]([Cl:15])=[C:13]([CH3:16])[NH:12][C:11]=1[C:17]([OH:19])=[O:18].[OH-].[Na+]. The catalyst is C(Cl)(Cl)Cl. The product is [Cl:15][C:14]1[CH:10]=[C:11]([C:17]([O:19][CH2:3][CH3:4])=[O:18])[NH:12][C:13]=1[CH3:16]. The yield is 0.380.